Dataset: Full USPTO retrosynthesis dataset with 1.9M reactions from patents (1976-2016). Task: Predict the reactants needed to synthesize the given product. (1) Given the product [CH3:30][N:26]1[C:27]2[C:22](=[CH:21][C:20]([O:19][C:9]3([S:12][C:13]4[CH:18]=[CH:17][CH:16]=[CH:15][CH:14]=4)[CH2:11][CH2:10]3)=[CH:29][CH:28]=2)[CH2:23][CH2:24][C:25]1=[O:31], predict the reactants needed to synthesize it. The reactants are: C1(C)C=CC=CC=1.I[C:9]1([S:12][C:13]2[CH:18]=[CH:17][CH:16]=[CH:15][CH:14]=2)[CH2:11][CH2:10]1.[OH:19][C:20]1[CH:21]=[C:22]2[C:27](=[CH:28][CH:29]=1)[N:26]([CH3:30])[C:25](=[O:31])[CH2:24][CH2:23]2. (2) Given the product [Cl:17][C:10]1[CH:9]=[C:8]([C:18](=[O:20])[CH3:19])[C:7]([N:32]2[CH2:33][CH2:34][C:29]([OH:35])([C:23]3[CH:24]=[CH:25][CH:26]=[CH:27][CH:28]=3)[CH2:30][CH2:31]2)=[C:16]2[C:11]=1[CH:12]=[CH:13][CH:14]=[N:15]2, predict the reactants needed to synthesize it. The reactants are: FC(F)(F)S(O[C:7]1[C:8]([C:18](=[O:20])[CH3:19])=[CH:9][C:10]([Cl:17])=[C:11]2[C:16]=1[N:15]=[CH:14][CH:13]=[CH:12]2)(=O)=O.[C:23]1([C:29]2([OH:35])[CH2:34][CH2:33][NH:32][CH2:31][CH2:30]2)[CH:28]=[CH:27][CH:26]=[CH:25][CH:24]=1.C1C=CC(P(C2C=CC3C(=CC=CC=3)C=2C2C3C(=CC=CC=3)C=CC=2P(C2C=CC=CC=2)C2C=CC=CC=2)C2C=CC=CC=2)=CC=1.C(=O)([O-])[O-].[Cs+].[Cs+]. (3) Given the product [CH3:33][N:2]([CH3:1])[C:3]([C:5]1[N:27]([CH:28]2[CH2:32][CH2:31][CH2:30][CH2:29]2)[C:8]2[N:9]=[C:10]([NH:13][C:14]3[CH:19]=[CH:18][C:17]([N:20]4[CH2:25][CH2:24][N:23]([CH2:35][CH2:36][OH:37])[C@@H:22]([CH3:26])[CH2:21]4)=[CH:16][N:15]=3)[N:11]=[CH:12][C:7]=2[CH:6]=1)=[O:4], predict the reactants needed to synthesize it. The reactants are: [CH3:1][N:2]([CH3:33])[C:3]([C:5]1[N:27]([CH:28]2[CH2:32][CH2:31][CH2:30][CH2:29]2)[C:8]2[N:9]=[C:10]([NH:13][C:14]3[CH:19]=[CH:18][C:17]([N:20]4[CH2:25][CH2:24][NH:23][C@@H:22]([CH3:26])[CH2:21]4)=[CH:16][N:15]=3)[N:11]=[CH:12][C:7]=2[CH:6]=1)=[O:4].Br[CH2:35][CH2:36][OH:37]. (4) Given the product [CH2:1]([NH:3][C:4]1[N:5]=[CH:6][C:7]2[C:16](=[O:17])[N:15]([C:18]3[CH:19]=[N:20][CH:21]=[C:22]([N:24]4[CH2:29][CH2:28][N:27]([CH3:33])[CH2:26][CH2:25]4)[CH:23]=3)[CH2:14][C@H:13]3[N:9]([CH2:10][CH2:11][CH2:12]3)[C:8]=2[N:30]=1)[CH3:2], predict the reactants needed to synthesize it. The reactants are: [CH2:1]([NH:3][C:4]1[N:5]=[CH:6][C:7]2[C:16](=[O:17])[N:15]([C:18]3[CH:19]=[N:20][CH:21]=[C:22]([N:24]4[CH2:29][CH2:28][NH:27][CH2:26][CH2:25]4)[CH:23]=3)[CH2:14][C@H:13]3[N:9]([CH2:10][CH2:11][CH2:12]3)[C:8]=2[N:30]=1)[CH3:2].C=O.[C:33](O[BH-](OC(=O)C)OC(=O)C)(=O)C.[Na+].C(=O)(O)[O-].[Na+]. (5) Given the product [F:1][C:2]1[CH:7]=[CH:6][C:5]([F:8])=[CH:4][C:3]=1[C@H:9]1[CH2:13][CH2:12][CH2:11][N:10]1[C:14]1[CH:15]=[CH:16][C:17]2[N:18]([C:20]([NH:23][C:33](=[O:34])[C:32]3[CH:36]=[CH:37][C:29]([NH:28][S:25]([CH3:24])(=[O:27])=[O:26])=[CH:30][CH:31]=3)=[CH:21][N:22]=2)[N:19]=1, predict the reactants needed to synthesize it. The reactants are: [F:1][C:2]1[CH:7]=[CH:6][C:5]([F:8])=[CH:4][C:3]=1[C@H:9]1[CH2:13][CH2:12][CH2:11][N:10]1[C:14]1[CH:15]=[CH:16][C:17]2[N:18]([C:20]([NH2:23])=[CH:21][N:22]=2)[N:19]=1.[CH3:24][S:25]([NH:28][C:29]1[CH:37]=[CH:36][C:32]([C:33](O)=[O:34])=[CH:31][CH:30]=1)(=[O:27])=[O:26].CN(C=O)C.CCN(C(C)C)C(C)C.